From a dataset of Reaction yield outcomes from USPTO patents with 853,638 reactions. Predict the reaction yield, written as a fraction of the theoretical maximum amount of product (1.0 means a 100% yield; for example, 0.34 means a 34% yield). (1) The reactants are C(N(CC)CC)C.Cl.[NH2:9][C@@H:10]([CH2:15][NH:16][C:17]([O:19][C:20]([CH3:23])([CH3:22])[CH3:21])=[O:18])[C:11]([O:13][CH3:14])=[O:12].Br[CH2:25][CH2:26][CH2:27][CH2:28]Br. The catalyst is C(O)(C)(C)C. The product is [C:20]([O:19][C:17]([NH:16][CH2:15][C@H:10]([N:9]1[CH2:28][CH2:27][CH2:26][CH2:25]1)[C:11]([O:13][CH3:14])=[O:12])=[O:18])([CH3:23])([CH3:22])[CH3:21]. The yield is 0.550. (2) The reactants are [OH:1][C:2]1[CH:3]=[C:4]([NH:9][C:10]2[C:15]3=[C:16]([CH3:22])[C:17]([C:19](O)=[O:20])=[CH:18][N:14]3[N:13]=[CH:12][N:11]=2)[CH:5]=[CH:6][C:7]=1[CH3:8].[CH3:23][N:24]1[CH2:29][CH2:28][NH:27][CH2:26][CH2:25]1.ON1C2C=CC=CC=2N=N1.Cl.CN(C)CCCN=C=NCC. The catalyst is CN(C=O)C. The product is [OH:1][C:2]1[CH:3]=[C:4]([NH:9][C:10]2[C:15]3=[C:16]([CH3:22])[C:17]([C:19]([N:27]4[CH2:28][CH2:29][N:24]([CH3:23])[CH2:25][CH2:26]4)=[O:20])=[CH:18][N:14]3[N:13]=[CH:12][N:11]=2)[CH:5]=[CH:6][C:7]=1[CH3:8]. The yield is 0.700. (3) The reactants are [CH3:1][C:2]1[N:3]=[C:4]([NH2:7])[S:5][CH:6]=1.[CH3:8][C:9]([O:12][C:13](O[C:13]([O:12][C:9]([CH3:11])([CH3:10])[CH3:8])=[O:14])=[O:14])([CH3:11])[CH3:10].CCN(CC)CC. The catalyst is C1COCC1.CN(C1C=CN=CC=1)C. The product is [CH3:1][C:2]1[N:3]=[C:4]([NH:7][C:13](=[O:14])[O:12][C:9]([CH3:11])([CH3:10])[CH3:8])[S:5][CH:6]=1. The yield is 0.660. (4) The reactants are Br[C:2]1[CH:3]=[C:4]([S:8]([NH:11][C:12]2[CH:20]=[CH:19][C:15]([C:16]([OH:18])=[O:17])=[C:14]([OH:21])[CH:13]=2)(=[O:10])=[O:9])[S:5][C:6]=1[Cl:7].[F:22][C:23]1[CH:24]=[C:25](B(O)O)[CH:26]=[CH:27][CH:28]=1.C(=O)([O-])[O-].[Na+].[Na+].C(Cl)Cl.Cl. The catalyst is O1CCOCC1.C1C=CC(P(C2C=CC=CC=2)[C-]2C=CC=C2)=CC=1.C1C=CC(P(C2C=CC=CC=2)[C-]2C=CC=C2)=CC=1.Cl[Pd]Cl.[Fe+2]. The product is [Cl:7][C:6]1[S:5][C:4]([S:8]([NH:11][C:12]2[CH:20]=[CH:19][C:15]([C:16]([OH:18])=[O:17])=[C:14]([OH:21])[CH:13]=2)(=[O:10])=[O:9])=[CH:3][C:2]=1[C:27]1[CH:26]=[CH:25][CH:24]=[C:23]([F:22])[CH:28]=1. The yield is 0.320. (5) The reactants are [OH:1][C:2]1[CH:3]=[C:4]2[C:9](=[CH:10][CH:11]=1)[CH:8]=[C:7]([CH2:12][N:13]1[CH2:18][CH2:17][CH:16]([C:19]([O:21][CH2:22][CH3:23])=[O:20])[CH2:15][CH2:14]1)[CH:6]=[CH:5]2.C(=O)([O-])[O-].[Cs+].[Cs+].CS(O[C@H:35]1[CH2:40][CH2:39][C@H:38]([CH2:41][CH3:42])[CH2:37][CH2:36]1)(=O)=O. The catalyst is C(O)(C)(C)C.CC(=O)CC. The product is [CH2:41]([C@@H:38]1[CH2:39][CH2:40][C@H:35]([O:1][C:2]2[CH:3]=[C:4]3[C:9](=[CH:10][CH:11]=2)[CH:8]=[C:7]([CH2:12][N:13]2[CH2:18][CH2:17][CH:16]([C:19]([O:21][CH2:22][CH3:23])=[O:20])[CH2:15][CH2:14]2)[CH:6]=[CH:5]3)[CH2:36][CH2:37]1)[CH3:42]. The yield is 0.460. (6) The reactants are Br[C:2]1[CH:7]=[CH:6][C:5]([C:8]2[O:12][C:11]([CH:13]3[CH2:15][CH2:14]3)=[N:10][CH:9]=2)=[CH:4][CH:3]=1.[C:16]([O:20][CH2:21][CH3:22])(=[O:19])[CH:17]=[CH2:18].C1(C)C=CC=CC=1P(C1C=CC=CC=1C)C1C=CC=CC=1C.C(N(CC)CC)C. The catalyst is CC#N.CC([O-])=O.CC([O-])=O.[Pd+2]. The product is [CH2:21]([O:20][C:16](=[O:19])/[CH:17]=[CH:18]/[C:2]1[CH:7]=[CH:6][C:5]([C:8]2[O:12][C:11]([CH:13]3[CH2:15][CH2:14]3)=[N:10][CH:9]=2)=[CH:4][CH:3]=1)[CH3:22]. The yield is 0.800.